Dataset: Forward reaction prediction with 1.9M reactions from USPTO patents (1976-2016). Task: Predict the product of the given reaction. Given the reactants [NH2:1][C:2]1[N:7]=[C:6]([C:8]([F:11])([F:10])[F:9])[C:5]([OH:12])=[CH:4][CH:3]=1.CC(C)([O-])C.[K+].[Cl:19][C:20]1[CH:25]=[C:24](Cl)[CH:23]=[CH:22][N:21]=1, predict the reaction product. The product is: [Cl:19][C:20]1[CH:25]=[C:24]([O:12][C:5]2[CH:4]=[CH:3][C:2]([NH2:1])=[N:7][C:6]=2[C:8]([F:11])([F:9])[F:10])[CH:23]=[CH:22][N:21]=1.